The task is: Predict the reaction yield, written as a fraction of the theoretical maximum amount of product (1.0 means a 100% yield; for example, 0.34 means a 34% yield).. This data is from Reaction yield outcomes from USPTO patents with 853,638 reactions. (1) The yield is 0.820. The product is [CH3:27][O:26][C:22]1[CH:21]=[C:20]([C:19]#[C:18][C:16]2[CH:17]=[C:12]([CH:7]=[O:6])[CH:13]=[N:14][CH:15]=2)[CH:25]=[CH:24][CH:23]=1. The reactants are C([Mg]Cl)(C)C.[O:6]1CCC[CH2:7]1.Br[C:12]1[CH:13]=[N:14][CH:15]=[C:16]([C:18]#[C:19][C:20]2[CH:25]=[CH:24][CH:23]=[C:22]([O:26][CH3:27])[CH:21]=2)[CH:17]=1. No catalyst specified. (2) The reactants are [NH2:1][C:2]1[C:3]2[N:4]([C:8]([C@@H:12]3[CH2:16][CH2:15][CH2:14][N:13]3C(OCC3C=CC=CC=3)=O)=[N:9][C:10]=2Br)[CH:5]=[CH:6][N:7]=1.[CH2:27]([C:29]1[CH:34]=[CH:33][N:32]=[C:31]([NH:35][C:36](=[O:52])[C:37]2[CH:42]=[CH:41][C:40](B3OC(C)(C)C(C)(C)O3)=[CH:39][CH:38]=2)[CH:30]=1)[CH3:28]. No catalyst specified. The product is [NH2:1][C:2]1[C:3]2[N:4]([C:8]([C@@H:12]3[CH2:16][CH2:15][CH2:14][NH:13]3)=[N:9][C:10]=2[C:40]2[CH:41]=[CH:42][C:37]([C:36]([NH:35][C:31]3[CH:30]=[C:29]([CH2:27][CH3:28])[CH:34]=[CH:33][N:32]=3)=[O:52])=[CH:38][CH:39]=2)[CH:5]=[CH:6][N:7]=1. The yield is 0.890. (3) The reactants are [CH2:1]([O:8][C:9](=[O:30])[NH:10][CH2:11][C:12]1[C:23](=[O:24])[N:22]([CH:25]2[CH2:29][CH2:28][CH2:27][CH2:26]2)[C:15]2[N:16]=[C:17]([S:20][CH3:21])[N:18]=[CH:19][C:14]=2[CH:13]=1)[C:2]1[CH:7]=[CH:6][CH:5]=[CH:4][CH:3]=1.C1(S(N2C(C3C=CC=CC=3)O2)(=O)=[O:38])C=CC=CC=1. The catalyst is ClCCl. The product is [CH2:1]([O:8][C:9](=[O:30])[NH:10][CH2:11][C:12]1[C:23](=[O:24])[N:22]([CH:25]2[CH2:26][CH2:27][CH2:28][CH2:29]2)[C:15]2[N:16]=[C:17]([S:20]([CH3:21])=[O:38])[N:18]=[CH:19][C:14]=2[CH:13]=1)[C:2]1[CH:3]=[CH:4][CH:5]=[CH:6][CH:7]=1. The yield is 0.566. (4) The reactants are [F:1][C:2]1[C:3]([N+:16]([O-])=O)=[CH:4][C:5]([N+:13]([O-])=O)=[C:6]([CH:8]=[CH:9]N(C)C)[CH:7]=1. The catalyst is CCO.[Ni]. The product is [F:1][C:2]1[CH:7]=[C:6]2[C:5](=[CH:4][C:3]=1[NH2:16])[NH:13][CH:9]=[CH:8]2. The yield is 0.160.